Dataset: Forward reaction prediction with 1.9M reactions from USPTO patents (1976-2016). Task: Predict the product of the given reaction. (1) Given the reactants Br[C:2]1[CH:10]=[C:9]2[C:5]([C:6]([O:17][CH3:18])=[N:7][N:8]2[C:11]2[CH:16]=[CH:15][CH:14]=[CH:13][CH:12]=2)=[CH:4][CH:3]=1.[N:19]1[CH:24]=[CH:23][C:22]([N:25]2[CH2:30][CH2:29][NH:28][CH2:27][CH2:26]2)=[CH:21][CH:20]=1.[ClH:31], predict the reaction product. The product is: [ClH:31].[CH3:18][O:17][C:6]1[C:5]2[C:9](=[CH:10][C:2]([N:28]3[CH2:29][CH2:30][N:25]([C:22]4[CH:23]=[CH:24][N:19]=[CH:20][CH:21]=4)[CH2:26][CH2:27]3)=[CH:3][CH:4]=2)[N:8]([C:11]2[CH:16]=[CH:15][CH:14]=[CH:13][CH:12]=2)[N:7]=1. (2) The product is: [Cl:1][C:2]1[N:7]=[CH:6][C:5]2[C:8]([C:36]3[CH:35]=[CH:34][N:33]=[C:32]([CH3:31])[CH:37]=3)=[N:9][N:10]([C:11]([C:24]3[CH:29]=[CH:28][CH:27]=[CH:26][CH:25]=3)([C:18]3[CH:23]=[CH:22][CH:21]=[CH:20][CH:19]=3)[C:12]3[CH:17]=[CH:16][CH:15]=[CH:14][CH:13]=3)[C:4]=2[CH:3]=1. Given the reactants [Cl:1][C:2]1[N:7]=[CH:6][C:5]2[C:8](I)=[N:9][N:10]([C:11]([C:24]3[CH:29]=[CH:28][CH:27]=[CH:26][CH:25]=3)([C:18]3[CH:23]=[CH:22][CH:21]=[CH:20][CH:19]=3)[C:12]3[CH:17]=[CH:16][CH:15]=[CH:14][CH:13]=3)[C:4]=2[CH:3]=1.[CH3:31][C:32]1[CH:37]=[C:36](B(O)O)[CH:35]=[CH:34][N:33]=1.C([O-])([O-])=O.[K+].[K+], predict the reaction product.